From a dataset of Forward reaction prediction with 1.9M reactions from USPTO patents (1976-2016). Predict the product of the given reaction. Given the reactants [NH2:1][C:2]1[CH:9]=[CH:8][C:5]([C:6]#[N:7])=[CH:4][C:3]=1[CH3:10].CCN(CC)CC.[C:18](O[C:18]([C:20]([F:23])([F:22])[F:21])=[O:19])([C:20]([F:23])([F:22])[F:21])=[O:19].Cl, predict the reaction product. The product is: [C:6]([C:5]1[CH:8]=[CH:9][C:2]([NH:1][C:18](=[O:19])[C:20]([F:23])([F:22])[F:21])=[C:3]([CH3:10])[CH:4]=1)#[N:7].